Task: Predict the reaction yield, written as a fraction of the theoretical maximum amount of product (1.0 means a 100% yield; for example, 0.34 means a 34% yield).. Dataset: Reaction yield outcomes from USPTO patents with 853,638 reactions (1) The reactants are [F:1][C:2]1[CH:7]=[CH:6][C:5](I)=[CH:4][CH:3]=1.[C@@H]1(N)CCCC[C@H]1N.[O:17]=[C:18]1[CH2:24][CH:23]([C:25]([O:27][CH3:28])=[O:26])[CH2:22][CH2:21][CH2:20][NH:19]1.[O-]P([O-])([O-])=O.[K+].[K+].[K+]. The catalyst is O1CCOCC1.[Cu](I)I. The product is [F:1][C:2]1[CH:7]=[CH:6][C:5]([N:19]2[CH2:20][CH2:21][CH2:22][CH:23]([C:25]([O:27][CH3:28])=[O:26])[CH2:24][C:18]2=[O:17])=[CH:4][CH:3]=1. The yield is 0.250. (2) The reactants are [Si:1]([O:8][CH:9]([CH2:30][C:31]1[CH:40]=[CH:39][C:38]2[C:33](=[CH:34][CH:35]=[CH:36][CH:37]=2)[CH:32]=1)/[CH:10]=[CH:11]/[C@H:12]1[CH:16]=[CH:15][C:14](=[O:17])[C@@H:13]1[CH2:18][CH2:19][C:20]1[CH:29]=[CH:28][C:23]([C:24]([O:26][CH3:27])=[O:25])=[CH:22][CH:21]=1)([C:4]([CH3:7])([CH3:6])[CH3:5])([CH3:3])[CH3:2]. The catalyst is C1(C)C=CC=CC=1. The product is [Si:1]([O:8][CH:9]([CH2:30][C:31]1[CH:40]=[CH:39][C:38]2[C:33](=[CH:34][CH:35]=[CH:36][CH:37]=2)[CH:32]=1)/[CH:10]=[CH:11]/[C@H:12]1[CH2:16][CH2:15][C:14](=[O:17])[C@@H:13]1[CH2:18][CH2:19][C:20]1[CH:21]=[CH:22][C:23]([C:24]([O:26][CH3:27])=[O:25])=[CH:28][CH:29]=1)([C:4]([CH3:6])([CH3:7])[CH3:5])([CH3:3])[CH3:2]. The yield is 0.820. (3) The reactants are O1CCCC1.[O:6]([CH2:13][C:14]1[CH:19]=[CH:18][C:17]([CH2:20][C:21](Cl)=[N:22][OH:23])=[CH:16][CH:15]=1)[C:7]1[CH:12]=[CH:11][CH:10]=[CH:9][CH:8]=1.[C:25]([C:27]1[C:28]([NH2:33])=[N:29][CH:30]=[CH:31][CH:32]=1)#[CH:26].C(N(CC)CC)C. The catalyst is O. The product is [O:6]([CH2:13][C:14]1[CH:19]=[CH:18][C:17]([CH2:20][C:21]2[CH:26]=[C:25]([C:27]3[C:28]([NH2:33])=[N:29][CH:30]=[CH:31][CH:32]=3)[O:23][N:22]=2)=[CH:16][CH:15]=1)[C:7]1[CH:12]=[CH:11][CH:10]=[CH:9][CH:8]=1. The yield is 0.200. (4) The reactants are Cl[C:2]1[N:7]=[CH:6][C:5]([S:8]([N:11]([CH2:13][CH3:14])[CH3:12])(=[O:10])=[O:9])=[CH:4][CH:3]=1.[CH3:15][Sn:16](C)([CH3:18])[CH3:17]. The catalyst is O1CCOCC1.C1C=CC([P]([Pd]([P](C2C=CC=CC=2)(C2C=CC=CC=2)C2C=CC=CC=2)([P](C2C=CC=CC=2)(C2C=CC=CC=2)C2C=CC=CC=2)[P](C2C=CC=CC=2)(C2C=CC=CC=2)C2C=CC=CC=2)(C2C=CC=CC=2)C2C=CC=CC=2)=CC=1. The product is [CH2:13]([N:11]([CH3:12])[S:8]([C:5]1[CH:6]=[N:7][C:2]([Sn:16]([CH3:18])([CH3:17])[CH3:15])=[CH:3][CH:4]=1)(=[O:10])=[O:9])[CH3:14]. The yield is 0.400. (5) The reactants are CN(C)C=O.[Br:6][C:7]1[CH:12]=[CH:11][C:10]([C:13]2([CH2:16][OH:17])[CH2:15][CH2:14]2)=[CH:9][CH:8]=1.[H-].[Na+].Br[CH2:21][CH2:22][CH3:23]. The catalyst is O. The product is [Br:6][C:7]1[CH:8]=[CH:9][C:10]([C:13]2([CH2:16][O:17][CH2:21][CH2:22][CH3:23])[CH2:14][CH2:15]2)=[CH:11][CH:12]=1. The yield is 0.430. (6) The reactants are [CH2:1]([C:5]1[N:6]([CH2:23][C:24]2[CH:29]=[CH:28][C:27]([C:30]3[C:31]([C:36]#[N:37])=[CH:32][CH:33]=[CH:34][CH:35]=3)=[CH:26][CH:25]=2)[C:7](=[O:22])[C:8]([C:12]2[CH:17]=[CH:16][C:15]([O:18][CH:19]([CH3:21])[CH3:20])=[CH:14][CH:13]=2)=[C:9]([CH3:11])[N:10]=1)[CH2:2][CH2:3][CH3:4].Cl.[NH2:39]O.[C:41](=[O:44])([O-])[OH:42].[Na+]. The catalyst is CS(C)=O.C(OCC)(=O)C. The product is [CH2:1]([C:5]1[N:6]([CH2:23][C:24]2[CH:25]=[CH:26][C:27]([C:30]3[CH:35]=[CH:34][CH:33]=[CH:32][C:31]=3[C:36]3[NH:39][C:41](=[O:44])[O:42][N:37]=3)=[CH:28][CH:29]=2)[C:7](=[O:22])[C:8]([C:12]2[CH:13]=[CH:14][C:15]([O:18][CH:19]([CH3:20])[CH3:21])=[CH:16][CH:17]=2)=[C:9]([CH3:11])[N:10]=1)[CH2:2][CH2:3][CH3:4]. The yield is 0.780. (7) The reactants are [CH3:1][C:2]1[CH:11]=[CH:10][C:9]2[C:4](=[C:5]([N+:12]([O-])=O)[CH:6]=[CH:7][CH:8]=2)[N:3]=1. The catalyst is [Pd].CCO.CO. The product is [CH3:1][C:2]1[CH:11]=[CH:10][C:9]2[C:4](=[C:5]([NH2:12])[CH:6]=[CH:7][CH:8]=2)[N:3]=1. The yield is 0.990.